Dataset: Forward reaction prediction with 1.9M reactions from USPTO patents (1976-2016). Task: Predict the product of the given reaction. (1) Given the reactants Cl[S:2]([C:5]1[CH:14]=[CH:13][C:8]([C:9]([O:11][CH3:12])=[O:10])=[CH:7][CH:6]=1)(=[O:4])=[O:3].[Br:15][C:16]1[C:17]([NH2:26])=[N:18][CH:19]=[C:20]([C:22]([F:25])([F:24])[F:23])[CH:21]=1, predict the reaction product. The product is: [Br:15][C:16]1[C:17]([NH:26][S:2]([C:5]2[CH:14]=[CH:13][C:8]([C:9]([O:11][CH3:12])=[O:10])=[CH:7][CH:6]=2)(=[O:4])=[O:3])=[N:18][CH:19]=[C:20]([C:22]([F:25])([F:23])[F:24])[CH:21]=1. (2) Given the reactants [C:1]1([C:7]2[S:8][C:9]3[CH2:15][CH2:14][C:13]4=[C:16]([C:23]([O:25]CC)=[O:24])[S:17][C:18]([S:19][CH2:20][CH2:21][CH3:22])=[C:12]4[C:10]=3[N:11]=2)[CH:6]=[CH:5][CH:4]=[CH:3][CH:2]=1.C(O)C.[OH-].[Na+].Cl, predict the reaction product. The product is: [C:1]1([C:7]2[S:8][C:9]3[CH2:15][CH2:14][C:13]4=[C:16]([C:23]([OH:25])=[O:24])[S:17][C:18]([S:19][CH2:20][CH2:21][CH3:22])=[C:12]4[C:10]=3[N:11]=2)[CH:6]=[CH:5][CH:4]=[CH:3][CH:2]=1.